This data is from Reaction yield outcomes from USPTO patents with 853,638 reactions. The task is: Predict the reaction yield, written as a fraction of the theoretical maximum amount of product (1.0 means a 100% yield; for example, 0.34 means a 34% yield). (1) The reactants are [Cl:1][C:2]1[CH:10]=[C:9]2[C:5]([C:6]([C:11]([O:13]C)=[O:12])=[CH:7][NH:8]2)=[CH:4][C:3]=1[C:15]1[C:16]([O:27][CH3:28])=[N:17][C:18]([N:21]2[CH2:25][CH2:24][CH:23]([OH:26])[CH2:22]2)=[CH:19][CH:20]=1.[OH-].[Na+].Cl. The catalyst is CO. The product is [Cl:1][C:2]1[CH:10]=[C:9]2[C:5]([C:6]([C:11]([OH:13])=[O:12])=[CH:7][NH:8]2)=[CH:4][C:3]=1[C:15]1[C:16]([O:27][CH3:28])=[N:17][C:18]([N:21]2[CH2:25][CH2:24][CH:23]([OH:26])[CH2:22]2)=[CH:19][CH:20]=1. The yield is 0.373. (2) The reactants are [Br:1][C:2]1[CH:7]=[CH:6][C:5]([F:8])=[C:4]([F:9])[C:3]=1[F:10].C(NC(C)C)(C)C.[Li].[C:19](=[O:21])=[O:20]. The catalyst is C1COCC1. The product is [Br:1][C:2]1[C:3]([F:10])=[C:4]([F:9])[C:5]([F:8])=[C:6]([CH:7]=1)[C:19]([OH:21])=[O:20]. The yield is 0.720.